This data is from Reaction yield outcomes from USPTO patents with 853,638 reactions. The task is: Predict the reaction yield, written as a fraction of the theoretical maximum amount of product (1.0 means a 100% yield; for example, 0.34 means a 34% yield). (1) The reactants are [Cl:1][C:2]1[CH:3]=[C:4]([CH:7]=[C:8]([O:11]C)[C:9]=1[OH:10])[CH:5]=[O:6].B(Br)(Br)Br. The catalyst is ClCCl. The product is [Cl:1][C:2]1[CH:3]=[C:4]([CH:7]=[C:8]([OH:11])[C:9]=1[OH:10])[CH:5]=[O:6]. The yield is 0.890. (2) The reactants are [Si]([O:8][CH2:9][C@@H:10]1[C@H:14]2[O:15][C:16]([CH3:19])([CH3:18])[O:17][C@H:13]2[C@H:12]([N:20]2[CH:28]=[N:27][C:26]3[C:21]2=[N:22][CH:23]=[N:24][C:25]=3[CH2:29][CH2:30][O:31][CH3:32])[O:11]1)(C(C)(C)C)(C)C.F. The catalyst is C1COCC1.N1C=CC=CC=1.N1C=CC=CC=1. The product is [CH3:32][O:31][CH2:30][CH2:29][C:25]1[N:24]=[CH:23][N:22]=[C:21]2[C:26]=1[N:27]=[CH:28][N:20]2[C@H:12]1[C@@H:13]2[O:17][C:16]([CH3:18])([CH3:19])[O:15][C@@H:14]2[C@@H:10]([CH2:9][OH:8])[O:11]1. The yield is 0.700. (3) The reactants are [C:1]1([C:7]2[C:16]3[C:11](=[CH:12][CH:13]=[CH:14][CH:15]=3)[N:10]=[C:9]([NH:17][C:18]3[CH:26]=[CH:25][C:21]([C:22](Cl)=[O:23])=[CH:20][CH:19]=3)[N:8]=2)[CH:6]=[CH:5][CH:4]=[CH:3][CH:2]=1.CCN(C(C)C)C(C)C.[CH3:36][C:37]1[CH:43]=[CH:42][C:41]([N+:44]([O-:46])=[O:45])=[CH:40][C:38]=1[NH2:39]. The catalyst is O1CCCC1.ClCCl. The product is [CH3:36][C:37]1[CH:43]=[CH:42][C:41]([N+:44]([O-:46])=[O:45])=[CH:40][C:38]=1[NH:39][C:22](=[O:23])[C:21]1[CH:25]=[CH:26][C:18]([NH:17][C:9]2[N:8]=[C:7]([C:1]3[CH:6]=[CH:5][CH:4]=[CH:3][CH:2]=3)[C:16]3[C:11](=[CH:12][CH:13]=[CH:14][CH:15]=3)[N:10]=2)=[CH:19][CH:20]=1. The yield is 0.580.